Dataset: Peptide-MHC class I binding affinity with 185,985 pairs from IEDB/IMGT. Task: Regression. Given a peptide amino acid sequence and an MHC pseudo amino acid sequence, predict their binding affinity value. This is MHC class I binding data. (1) The binding affinity (normalized) is 0.0847. The MHC is HLA-B48:01 with pseudo-sequence HLA-B48:01. The peptide sequence is VPAMFTAAL. (2) The peptide sequence is GVRQFSGWM. The MHC is HLA-B15:17 with pseudo-sequence HLA-B15:17. The binding affinity (normalized) is 0.0847. (3) The peptide sequence is IHLEWLLGF. The MHC is Mamu-B17 with pseudo-sequence Mamu-B17. The binding affinity (normalized) is 0.604.